Dataset: NCI-60 drug combinations with 297,098 pairs across 59 cell lines. Task: Regression. Given two drug SMILES strings and cell line genomic features, predict the synergy score measuring deviation from expected non-interaction effect. (1) Drug 1: CC1C(C(CC(O1)OC2CC(CC3=C2C(=C4C(=C3O)C(=O)C5=C(C4=O)C(=CC=C5)OC)O)(C(=O)CO)O)N)O.Cl. Drug 2: CC1=C(C(=O)C2=C(C1=O)N3CC4C(C3(C2COC(=O)N)OC)N4)N. Cell line: U251. Synergy scores: CSS=48.7, Synergy_ZIP=11.1, Synergy_Bliss=12.8, Synergy_Loewe=-3.84, Synergy_HSA=9.74. (2) Drug 2: CCC(=C(C1=CC=CC=C1)C2=CC=C(C=C2)OCCN(C)C)C3=CC=CC=C3.C(C(=O)O)C(CC(=O)O)(C(=O)O)O. Drug 1: CC(C1=C(C=CC(=C1Cl)F)Cl)OC2=C(N=CC(=C2)C3=CN(N=C3)C4CCNCC4)N. Synergy scores: CSS=24.2, Synergy_ZIP=2.07, Synergy_Bliss=9.05, Synergy_Loewe=-2.76, Synergy_HSA=4.72. Cell line: MDA-MB-435. (3) Drug 1: CCC1=CC2CC(C3=C(CN(C2)C1)C4=CC=CC=C4N3)(C5=C(C=C6C(=C5)C78CCN9C7C(C=CC9)(C(C(C8N6C)(C(=O)OC)O)OC(=O)C)CC)OC)C(=O)OC.C(C(C(=O)O)O)(C(=O)O)O. Drug 2: CC1C(C(CC(O1)OC2CC(CC3=C2C(=C4C(=C3O)C(=O)C5=C(C4=O)C(=CC=C5)OC)O)(C(=O)CO)O)N)O.Cl. Cell line: RXF 393. Synergy scores: CSS=46.5, Synergy_ZIP=-2.35, Synergy_Bliss=-1.85, Synergy_Loewe=1.23, Synergy_HSA=0.598.